Dataset: Reaction yield outcomes from USPTO patents with 853,638 reactions. Task: Predict the reaction yield, written as a fraction of the theoretical maximum amount of product (1.0 means a 100% yield; for example, 0.34 means a 34% yield). (1) The reactants are C(O)(=O)C.C(O)(=O)C.[I:9][C:10]1[CH:15]=[CH:14][CH:13]=[CH:12][CH:11]=1.C(=O)([O-])[O-].[Na+].[Na+].[OH:22][C:23]1[C:32]2[C:27](=[CH:28][CH:29]=[C:30]([O:33][CH3:34])[CH:31]=2)[O:26][C:25](=[O:35])[CH:24]=1. The catalyst is O. The product is [CH3:34][O:33][C:30]1[CH:31]=[C:32]2[C:27](=[CH:28][CH:29]=1)[O:26][C:25](=[O:35])[C:24]([I+:9][C:10]1[CH:15]=[CH:14][CH:13]=[CH:12][CH:11]=1)=[C:23]2[O-:22]. The yield is 0.870. (2) The product is [N:11]1([CH2:10][CH2:9][CH2:8][NH:7][C:5](=[O:6])[C:4]2[CH:17]=[CH:18][CH:19]=[C:2]([NH:20][C:21]3[CH:35]=[CH:34][CH:33]=[C:23]([C:24](=[O:25])[NH:26][C:27]4[CH:32]=[CH:31][N:30]=[CH:29][CH:28]=4)[CH:22]=3)[CH:3]=2)[CH2:16][CH2:15][CH2:14][CH2:13][CH2:12]1. The catalyst is CC(O)(C)C.C1C=CC(/C=C/C(/C=C/C2C=CC=CC=2)=O)=CC=1.C1C=CC(/C=C/C(/C=C/C2C=CC=CC=2)=O)=CC=1.C1C=CC(/C=C/C(/C=C/C2C=CC=CC=2)=O)=CC=1.[Pd].[Pd]. The yield is 0.500. The reactants are Br[C:2]1[CH:3]=[C:4]([CH:17]=[CH:18][CH:19]=1)[C:5]([NH:7][CH2:8][CH2:9][CH2:10][N:11]1[CH2:16][CH2:15][CH2:14][CH2:13][CH2:12]1)=[O:6].[NH2:20][C:21]1[CH:22]=[C:23]([CH:33]=[CH:34][CH:35]=1)[C:24]([NH:26][C:27]1[CH:32]=[CH:31][N:30]=[CH:29][CH:28]=1)=[O:25].CC(C1C=C(C(C)C)C(C2C=CC=CC=2P(C2CCCCC2)C2CCCCC2)=C(C(C)C)C=1)C.C([O-])([O-])=O.[K+].[K+]. (3) The reactants are [Cl:1][C:2]1[CH:7]=[CH:6][C:5]([CH2:8][C:9]([O:11][CH3:12])=[O:10])=[CH:4][CH:3]=1.[CH2:13]=[O:14].Cl. The catalyst is CS(C)=O.C[O-].[Na+]. The product is [Cl:1][C:2]1[CH:3]=[CH:4][C:5]([CH:8]([CH2:13][OH:14])[C:9]([O:11][CH3:12])=[O:10])=[CH:6][CH:7]=1. The yield is 0.920. (4) The reactants are [F:1][C:2]1[CH:3]=[C:4]([C@H:9]2[CH2:13][CH2:12][CH2:11][N:10]2[C:14]2[CH:19]=[CH:18][N:17]3[N:20]=[CH:21][C:22]([C:23]([O:25][CH2:26][CH3:27])=[O:24])=[C:16]3[N:15]=2)[CH:5]=[C:6]([OH:8])[CH:7]=1.Br[CH2:29][CH2:30][O:31][CH3:32].C([O-])([O-])=O.[K+].[K+]. The catalyst is CN(C=O)C. The product is [F:1][C:2]1[CH:3]=[C:4]([C@H:9]2[CH2:13][CH2:12][CH2:11][N:10]2[C:14]2[CH:19]=[CH:18][N:17]3[N:20]=[CH:21][C:22]([C:23]([O:25][CH2:26][CH3:27])=[O:24])=[C:16]3[N:15]=2)[CH:5]=[C:6]([O:8][CH2:29][CH2:30][O:31][CH3:32])[CH:7]=1. The yield is 0.910. (5) The reactants are Cl.[Cl:2][C:3]1[CH:4]=[N+:5]([O-:35])[CH:6]=[C:7]([Cl:34])[C:8]=1[CH2:9][C@@H:10]([C:19]1[CH:24]=[CH:23][C:22]([O:25][CH:26]([F:28])[F:27])=[C:21]([O:29][CH2:30][CH:31]2[CH2:33][CH2:32]2)[CH:20]=1)[O:11][C:12]([C@@H:14]1[CH2:18][CH2:17][CH2:16][NH:15]1)=[O:13].[CH:36]([C:38]1[O:42][C:41]([CH3:43])=[C:40]([C:44]([O:46][CH3:47])=[O:45])[CH:39]=1)=O.C(O)(=O)C.[Na]. The catalyst is C1COCC1. The product is [Cl:2][C:3]1[CH:4]=[N+:5]([O-:35])[CH:6]=[C:7]([Cl:34])[C:8]=1[CH2:9][C@@H:10]([C:19]1[CH:24]=[CH:23][C:22]([O:25][CH:26]([F:28])[F:27])=[C:21]([O:29][CH2:30][CH:31]2[CH2:33][CH2:32]2)[CH:20]=1)[O:11][C:12]([CH:14]1[CH2:18][CH2:17][CH2:16][N:15]1[CH2:36][C:38]1[O:42][C:41]([CH3:43])=[C:40]([C:44]([O:46][CH3:47])=[O:45])[CH:39]=1)=[O:13]. The yield is 0.360. (6) The reactants are C([Li])CCC.C(NC(C)C)(C)C.[Li+].CC([N-]C(C)C)C.[CH3:21][O:22][C:23]1[CH:39]=[CH:38][C:26]([CH2:27][N:28]2[CH:32]=[C:31]([C:33]([O:35][CH2:36][CH3:37])=[O:34])[CH:30]=[N:29]2)=[CH:25][CH:24]=1.CN(C)[CH:42]=[O:43]. The catalyst is C1COCC1.CCOC(C)=O. The product is [CH:42]([C:32]1[N:28]([CH2:27][C:26]2[CH:25]=[CH:24][C:23]([O:22][CH3:21])=[CH:39][CH:38]=2)[N:29]=[CH:30][C:31]=1[C:33]([O:35][CH2:36][CH3:37])=[O:34])=[O:43]. The yield is 0.600. (7) The reactants are [NH2:1][C:2]1[CH:3]=[C:4]([CH:9]=[CH:10][C:11]=1[O:12][C:13]1[CH:18]=[CH:17][CH:16]=[CH:15][C:14]=1[C:19]([O:21]C)=O)[C:5]([O:7][CH3:8])=[O:6].C[Al](C)C. The catalyst is C(Cl)Cl. The product is [O:21]=[C:19]1[C:14]2[CH:15]=[CH:16][CH:17]=[CH:18][C:13]=2[O:12][C:11]2[CH:10]=[CH:9][C:4]([C:5]([O:7][CH3:8])=[O:6])=[CH:3][C:2]=2[NH:1]1. The yield is 0.350. (8) The reactants are [H-].[Na+].[C:3](#[N:7])[CH2:4][C:5]#[N:6].I[C:9]1[CH:14]=[C:13]([CH3:15])[C:12]([C:16]2[C:21]([CH3:22])=[CH:20][N:19]=[CH:18][C:17]=2[CH3:23])=[C:11]([CH3:24])[CH:10]=1.Cl. The catalyst is COCCOC. The product is [CH3:22][C:21]1[CH:20]=[N:19][CH:18]=[C:17]([CH3:23])[C:16]=1[C:12]1[C:11]([CH3:24])=[CH:10][C:9]([CH:4]([C:3]#[N:7])[C:5]#[N:6])=[CH:14][C:13]=1[CH3:15]. The yield is 0.955.